The task is: Predict the reactants needed to synthesize the given product.. This data is from Full USPTO retrosynthesis dataset with 1.9M reactions from patents (1976-2016). (1) Given the product [F:2][C:3]1[CH:8]=[CH:7][C:6]([C:9](=[O:20])[CH2:10][CH2:11][CH2:12][N:13]2[CH2:18][CH2:17][CH:16]([CH3:19])[CH2:15][CH2:14]2)=[CH:5][CH:4]=1, predict the reactants needed to synthesize it. The reactants are: Cl.[F:2][C:3]1[CH:8]=[CH:7][C:6]([C:9](=[O:20])[CH2:10][CH2:11][CH2:12][N:13]2[CH2:18][CH2:17][CH:16]([CH3:19])[CH2:15][CH2:14]2)=[CH:5][CH:4]=1.[OH-].[Na+]. (2) Given the product [CH:32]1([C:36]2[N:13]=[C:12]([OH:39])[C:11]3[C:6](=[CH:7][CH:8]=[C:9]([O:28][CH3:29])[CH:10]=3)[N:37]=2)[CH2:35][CH2:34][CH2:33]1, predict the reactants needed to synthesize it. The reactants are: C1(C2[N:13]=[C:12](N3CCN(C4C=CC=CC=4OC)CC3)[C:11]3[C:6](=[CH:7][C:8](OC)=[C:9]([O:28][CH3:29])[CH:10]=3)N=2)CC1.[CH:32]1([C:36]#[N:37])[CH2:35][CH2:34][CH2:33]1.Cl.[O:39]1CCOCC1. (3) Given the product [F:22][C:23]1[C:32]2[C:27](=[CH:28][CH:29]=[CH:30][CH:31]=2)[C:26]([C:33]([NH:1][CH:2]([CH2:11][C:12]2[CH:13]=[CH:14][C:15]([C:18]([F:19])([F:20])[F:21])=[CH:16][CH:17]=2)[CH:3]([OH:4])[C:5]2[CH:6]=[CH:7][CH:8]=[CH:9][CH:10]=2)=[O:34])=[CH:25][CH:24]=1, predict the reactants needed to synthesize it. The reactants are: [NH2:1][CH:2]([CH2:11][C:12]1[CH:17]=[CH:16][C:15]([C:18]([F:21])([F:20])[F:19])=[CH:14][CH:13]=1)[CH:3]([C:5]1[CH:10]=[CH:9][CH:8]=[CH:7][CH:6]=1)[OH:4].[F:22][C:23]1[C:32]2[C:27](=[CH:28][CH:29]=[CH:30][CH:31]=2)[C:26]([C:33](O)=[O:34])=[CH:25][CH:24]=1.Cl.C(N=C=NCCCN(C)C)C.ON1C2C=CC=CC=2N=N1. (4) Given the product [C:1]([N:5]1[C:9]([C:10]2[S:11][CH:12]=[CH:13][CH:14]=2)=[CH:8][C:7]([CH2:15][CH2:16][CH2:17][N:28]2[CH2:29][CH2:30][N:25]([C:19]3[CH:24]=[CH:23][CH:22]=[CH:21][CH:20]=3)[CH2:26][CH2:27]2)=[N:6]1)([CH3:4])([CH3:3])[CH3:2], predict the reactants needed to synthesize it. The reactants are: [C:1]([N:5]1[C:9]([C:10]2[S:11][CH:12]=[CH:13][CH:14]=2)=[CH:8][C:7]([CH2:15][CH2:16][CH:17]=O)=[N:6]1)([CH3:4])([CH3:3])[CH3:2].[C:19]1([N:25]2[CH2:30][CH2:29][NH:28][CH2:27][CH2:26]2)[CH:24]=[CH:23][CH:22]=[CH:21][CH:20]=1.CCN(C(C)C)C(C)C.[BH-](OC(C)=O)(OC(C)=O)OC(C)=O.[Na+]. (5) Given the product [CH:1]([O:4][C:5]1[C:27]([O:28][CH3:29])=[CH:26][C:8]2[O:9][CH2:10][C:11]3[N:12]([C:13]([C:21]4[CH:25]=[CH:24][S:23][CH:22]=4)=[N:14][C:15]=3[C:16]([OH:18])=[O:17])[C:7]=2[CH:6]=1)([CH3:3])[CH3:2], predict the reactants needed to synthesize it. The reactants are: [CH:1]([O:4][C:5]1[C:27]([O:28][CH3:29])=[CH:26][C:8]2[O:9][CH2:10][C:11]3[N:12]([C:13]([C:21]4[CH:25]=[CH:24][S:23][CH:22]=4)=[N:14][C:15]=3[C:16]([O:18]CC)=[O:17])[C:7]=2[CH:6]=1)([CH3:3])[CH3:2].[OH-].[K+]. (6) The reactants are: [Br:1][C:2]1[CH:3]=[C:4]([CH:23]=[CH:24][CH:25]=1)[CH2:5][N:6]1[C:14]2[C:13](=[O:15])[N:12]([CH3:16])[C:11](=[O:17])[N:10]([CH3:18])[C:9]=2[N:8]=[C:7]1[CH2:19][C:20]([OH:22])=[O:21].[CH2:26](O)[CH3:27]. Given the product [Br:1][C:2]1[CH:3]=[C:4]([CH:23]=[CH:24][CH:25]=1)[CH2:5][N:6]1[C:14]2[C:13](=[O:15])[N:12]([CH3:16])[C:11](=[O:17])[N:10]([CH3:18])[C:9]=2[N:8]=[C:7]1[CH2:19][C:20]([O:22][CH2:26][CH3:27])=[O:21], predict the reactants needed to synthesize it. (7) Given the product [F:1][C:2]1[CH:7]=[CH:6][C:5]([O:8][CH3:9])=[CH:4][C:3]=1[C:10]1[CH:15]=[CH:14][C:13]([C:16]([O:18][CH3:19])=[O:17])=[CH:12][C:11]=1[CH2:20][N:21]1[CH2:22][CH2:23][CH2:24][CH2:25]1, predict the reactants needed to synthesize it. The reactants are: [F:1][C:2]1[CH:7]=[CH:6][C:5]([O:8][CH3:9])=[CH:4][C:3]=1[C:10]1[CH:15]=[CH:14][C:13]([C:16]([O:18][CH3:19])=[O:17])=[CH:12][C:11]=1[CH2:20][N:21]1C[CH2:25][CH2:24][CH2:23][CH2:22]1.N1CCCC1. (8) Given the product [F:1][C:2]1[C:7]([F:8])=[CH:6][CH:5]=[CH:4][C:3]=1[C@H:9]([NH:11][CH2:12][C:14]1([C:17]([O:19][CH3:20])=[O:18])[CH2:16][CH2:15]1)[CH3:10], predict the reactants needed to synthesize it. The reactants are: [F:1][C:2]1[C:7]([F:8])=[CH:6][CH:5]=[CH:4][C:3]=1[C@H:9]([NH2:11])[CH3:10].[CH:12]([C:14]1([C:17]([O:19][CH3:20])=[O:18])[CH2:16][CH2:15]1)=O.[BH-](OC(C)=O)(OC(C)=O)OC(C)=O.[Na+].CC(O)C. (9) Given the product [CH:21]1([N:16]2[CH2:15][CH2:14][C:13]3[CH:19]=[CH:20][C:10]([O:9][C:3]4[CH:4]=[CH:5][C:6]([I:8])=[CH:7][C:2]=4[F:1])=[CH:11][C:12]=3[CH2:18][CH2:17]2)[CH2:24][CH2:23][CH2:22]1, predict the reactants needed to synthesize it. The reactants are: [F:1][C:2]1[CH:7]=[C:6]([I:8])[CH:5]=[CH:4][C:3]=1[O:9][C:10]1[CH:20]=[CH:19][C:13]2[CH2:14][CH2:15][NH:16][CH2:17][CH2:18][C:12]=2[CH:11]=1.[C:21]1(=O)[CH2:24][CH2:23][CH2:22]1.C(O[BH-](OC(=O)C)OC(=O)C)(=O)C.[Na+].[OH-].[Na+].